From a dataset of CYP2D6 inhibition data for predicting drug metabolism from PubChem BioAssay. Regression/Classification. Given a drug SMILES string, predict its absorption, distribution, metabolism, or excretion properties. Task type varies by dataset: regression for continuous measurements (e.g., permeability, clearance, half-life) or binary classification for categorical outcomes (e.g., BBB penetration, CYP inhibition). Dataset: cyp2d6_veith. The drug is COC(=O)N1CCC2(CCCN(c3ncccn3)C2)CC1. The result is 0 (non-inhibitor).